Dataset: Reaction yield outcomes from USPTO patents with 853,638 reactions. Task: Predict the reaction yield, written as a fraction of the theoretical maximum amount of product (1.0 means a 100% yield; for example, 0.34 means a 34% yield). (1) The reactants are [Br:1][C:2]1[NH:6][C:5]([C@@H:7]2[CH2:11][C@H:10]([CH3:12])[CH2:9][N:8]2[C:13]([O:15]C(C)(C)C)=O)=[N:4][CH:3]=1.[CH3:20][O:21][C:22]([NH:24][C@@H:25]([C@@H:29]([CH3:32])[CH2:30][CH3:31])C(O)=O)=[O:23].CN(C(ON1N=NC2C=CC=NC1=2)=[N+](C)C)C.F[P-](F)(F)(F)(F)F.CCN(C(C)C)C(C)C.C([O-])(O)=O.[Na+]. The catalyst is Cl.CCO.CN(C=O)C. The product is [Br:1][C:2]1[NH:6][C:5]([C@@H:7]2[CH2:11][C@H:10]([CH3:12])[CH2:9][N:8]2[C:13](=[O:15])[C@@H:25]([NH:24][C:22](=[O:23])[O:21][CH3:20])[C@@H:29]([CH3:32])[CH2:30][CH3:31])=[N:4][CH:3]=1. The yield is 0.810. (2) The product is [F:19][C:20]([F:34])([F:35])[C:21]1[CH:29]=[C:28]([C:30]([F:33])([F:31])[F:32])[CH:27]=[CH:26][C:22]=1[CH2:23][O:24][N:25]=[CH:16][C:4]1[CH:3]=[C:2]([Cl:1])[CH:7]=[CH:6][C:5]=1[NH:8][S:9]([C:12]([F:13])([F:14])[F:15])(=[O:10])=[O:11]. The yield is 0.580. The catalyst is CCO. The reactants are [Cl:1][C:2]1[CH:7]=[CH:6][C:5]([NH:8][S:9]([C:12]([F:15])([F:14])[F:13])(=[O:11])=[O:10])=[C:4]([CH:16]=O)[CH:3]=1.Cl.[F:19][C:20]([F:35])([F:34])[C:21]1[CH:29]=[C:28]([C:30]([F:33])([F:32])[F:31])[CH:27]=[CH:26][C:22]=1[CH2:23][O:24][NH2:25].CC([O-])=O.[Na+]. (3) The catalyst is C1COCC1.CCOC(C)=O. The reactants are ClC1C=CC2SC=C(CN3C4C(=CC=CC=4)C(CC#N)=C3)C=2C=1.C[Si]([N-][Si](C)(C)C)(C)C.[Na+].IC.[Cl:36][C:37]1[CH:59]=[CH:58][C:40]2[S:41][CH:42]=[C:43]([CH2:44][N:45]3[C:53]4[C:48](=[CH:49][CH:50]=[CH:51][CH:52]=4)[C:47]([CH:54]([CH3:57])[C:55]#[N:56])=[CH:46]3)[C:39]=2[CH:38]=1.[Si]([N:64]=[N+:65]=[N-:66])(C)(C)C.CCCC[N+](CCCC)(CCCC)CCCC.[F-]. The product is [NH:64]1[C:55]([CH:54]([C:47]2[C:48]3[C:53](=[CH:52][CH:51]=[CH:50][CH:49]=3)[N:45]([CH2:44][C:43]3[C:39]4[CH:38]=[C:37]([Cl:36])[CH:59]=[CH:58][C:40]=4[S:41][CH:42]=3)[CH:46]=2)[CH3:57])=[N:56][N:66]=[N:65]1. The yield is 0.0396. (4) The reactants are [Cl:1][C:2]1[CH:7]=[C:6]([N:8]2[CH2:13][CH2:12][C:11]([F:15])([F:14])[CH2:10][CH2:9]2)[C:5]([N+:16]([O-])=O)=[CH:4][N:3]=1.[Sn](Cl)Cl.C([O-])(O)=O.[Na+]. The catalyst is C(O)C.C(OCC)(=O)C. The product is [Cl:1][C:2]1[N:3]=[CH:4][C:5]([NH2:16])=[C:6]([N:8]2[CH2:13][CH2:12][C:11]([F:14])([F:15])[CH2:10][CH2:9]2)[CH:7]=1. The yield is 0.980. (5) The reactants are [F:1][C:2]([F:9])([CH3:8])[C:3](=O)[CH2:4][C:5]#[N:6].Cl.[C:11]1([NH:17][NH2:18])[CH:16]=[CH:15][CH:14]=[CH:13][CH:12]=1. The catalyst is C(O)C. The product is [F:1][C:2]([C:3]1[CH:4]=[C:5]([NH2:6])[N:17]([C:11]2[CH:16]=[CH:15][CH:14]=[CH:13][CH:12]=2)[N:18]=1)([F:9])[CH3:8]. The yield is 0.310. (6) The reactants are [C:1]([CH:5]1[CH2:13][C:12]2[C:7](=[CH:8][CH:9]=[CH:10][CH:11]=2)[NH:6]1)([CH3:4])([CH3:3])[CH3:2].C(C1NC2C(C=1)=CC=CC=2)(C)(C)C.[N+:27]([O-])([O-:29])=[O:28].[K+].C([O-])([O-])=O.[Na+].[Na+]. The catalyst is OS(O)(=O)=O. The product is [C:1]([CH:5]1[CH2:13][C:12]2[C:7](=[CH:8][C:9]([N+:27]([O-:29])=[O:28])=[CH:10][CH:11]=2)[NH:6]1)([CH3:4])([CH3:2])[CH3:3]. The yield is 0.320. (7) The reactants are [Br:1][C:2]1[C:7]([N+:8]([O-])=O)=[CH:6][CH:5]=[CH:4][C:3]=1[O:11][CH3:12].C([O-])([O-])=O.[Na+].[Na+]. The catalyst is C(O)(=O)C.C(O)C.O.[Fe]. The product is [Br:1][C:2]1[C:3]([O:11][CH3:12])=[CH:4][CH:5]=[CH:6][C:7]=1[NH2:8]. The yield is 0.910. (8) The reactants are [C:1]([C:4]1[N:8]([CH:9]([CH3:11])[CH3:10])[C:7]([C:12]([F:15])([F:14])[F:13])=[N:6][CH:5]=1)(=[O:3])[CH3:2]. The catalyst is CN(C(OC)OC)C.CN(C=O)C. The product is [CH3:7][N:8]([CH3:9])/[CH:4]=[CH:2]/[C:1]([C:4]1[N:8]([CH:9]([CH3:11])[CH3:10])[C:7]([C:12]([F:14])([F:15])[F:13])=[N:6][CH:5]=1)=[O:3]. The yield is 0.730. (9) The reactants are [CH3:1][C:2]1([CH3:45])[C:10]2[C:5](=[CH:6][CH:7]=[CH:8][CH:9]=2)[N:4]([CH:11]2[CH2:16][CH2:15][N:14]([C:17](=[O:43])[C@@H:18]([NH:27][C:28]([C@@H:30]3[CH2:35][CH2:34][CH2:33][N:32](C(OC(C)(C)C)=O)[CH2:31]3)=[O:29])[CH2:19][CH2:20][C:21]3[CH:26]=[CH:25][CH:24]=[CH:23][CH:22]=3)[CH2:13][CH2:12]2)[C:3]1=[O:44].FC(F)(F)C(O)=O. No catalyst specified. The product is [CH3:1][C:2]1([CH3:45])[C:10]2[C:5](=[CH:6][CH:7]=[CH:8][CH:9]=2)[N:4]([CH:11]2[CH2:12][CH2:13][N:14]([C:17](=[O:43])[C@@H:18]([NH:27][C:28]([C@@H:30]3[CH2:35][CH2:34][CH2:33][NH:32][CH2:31]3)=[O:29])[CH2:19][CH2:20][C:21]3[CH:22]=[CH:23][CH:24]=[CH:25][CH:26]=3)[CH2:15][CH2:16]2)[C:3]1=[O:44]. The yield is 0.830.